This data is from Catalyst prediction with 721,799 reactions and 888 catalyst types from USPTO. The task is: Predict which catalyst facilitates the given reaction. (1) Reactant: [F:1][C:2]1[CH:7]=[CH:6][C:5]([C:8]([CH3:20])([CH3:19])[CH2:9][C@@:10]([C:15]([F:18])([F:17])[F:16])([OH:14])[CH2:11][C:12]#[CH:13])=[C:4]([CH2:21][OH:22])[CH:3]=1.CS(C)=O.C(N(CC)CC)C. Product: [F:1][C:2]1[CH:7]=[CH:6][C:5]([C:8]([CH3:20])([CH3:19])[CH2:9][C@:10]([OH:14])([C:15]([F:17])([F:18])[F:16])[CH2:11][C:12]#[CH:13])=[C:4]([CH:3]=1)[CH:21]=[O:22]. The catalyst class is: 2. (2) Reactant: [CH2:1]([O:3][C:4](=[O:12])[CH2:5][CH:6]1[CH2:11][CH2:10][NH:9][CH2:8][CH2:7]1)[CH3:2].[CH3:13][S:14](Cl)(=[O:16])=[O:15]. Product: [CH2:1]([O:3][C:4](=[O:12])[CH2:5][CH:6]1[CH2:11][CH2:10][N:9]([S:14]([CH3:13])(=[O:16])=[O:15])[CH2:8][CH2:7]1)[CH3:2]. The catalyst class is: 2. (3) Reactant: [Cl:1][C:2]1[CH:3]=[C:4]([CH:8]=[CH:9][C:10]=1F)[C:5]([OH:7])=[O:6].[N:12]1(C(OC(C)(C)C)=O)[CH2:17][CH2:16][NH:15][CH2:14][CH2:13]1.CCN(C(C)C)C(C)C. Product: [ClH:1].[Cl:1][C:2]1[CH:3]=[C:4]([CH:8]=[CH:9][C:10]=1[N:12]1[CH2:17][CH2:16][NH:15][CH2:14][CH2:13]1)[C:5]([OH:7])=[O:6]. The catalyst class is: 80. (4) Reactant: [CH2:1]([S:5][C:6]1[C:15]2[C:10](=[CH:11][CH:12]=[C:13]([CH:16]=O)[CH:14]=2)[N:9]=[CH:8][C:7]=1[C:18]#[N:19])[CH2:2][CH2:3][CH3:4].COC1C=CC(/C=[C:35]2/[C:36]([NH:38][C:39]([S:41]/2)=[NH:40])=[O:37])=CC=1OC1CCCC1.C([O-])(=O)C.[Na+]. Product: [NH2:40][C:39]1[S:41]/[C:35](=[CH:16]\[C:13]2[CH:14]=[C:15]3[C:10](=[CH:11][CH:12]=2)[N:9]=[CH:8][C:7]([C:18]#[N:19])=[C:6]3[S:5][CH2:1][CH2:2][CH2:3][CH3:4])/[C:36](=[O:37])[N:38]=1. The catalyst class is: 15. (5) Reactant: C(Cl)(=O)C(Cl)=O.[Br:7][C:8]1[CH:16]=[CH:15][C:11]([C:12]([OH:14])=O)=[C:10]([CH3:17])[CH:9]=1.CN(C=O)C.[NH:23]1[CH2:28][CH2:27][O:26][CH2:25][CH2:24]1. Product: [Br:7][C:8]1[CH:16]=[CH:15][C:11]([C:12]([N:23]2[CH2:28][CH2:27][O:26][CH2:25][CH2:24]2)=[O:14])=[C:10]([CH3:17])[CH:9]=1. The catalyst class is: 4. (6) Reactant: CS(O[CH2:6][CH:7]([O:13][CH:14]1[CH2:19][CH2:18][CH2:17][CH2:16][O:15]1)[CH2:8][C:9]1([OH:12])[CH2:11][CH2:10]1)(=O)=O.[H-].[Na+]. Product: [O:15]1[CH2:16][CH2:17][CH2:18][CH2:19][CH:14]1[O:13][CH:7]1[CH2:8][C:9]2([CH2:11][CH2:10]2)[O:12][CH2:6]1. The catalyst class is: 1. (7) Reactant: [F:1][C:2]1[CH:3]=[C:4]([N:9]2[C:14](=[O:15])[C:13]([OH:16])=[C:12]([C:17]3[CH:22]=[CH:21][C:20]([S:23]([CH3:26])(=[O:25])=[O:24])=[CH:19][CH:18]=3)[CH:11]=[N:10]2)[CH:5]=[CH:6][C:7]=1[F:8].C1C=CC(P(C2C=CC=CC=2)C2C=CC=CC=2)=CC=1.[F:46][C:47]([F:54])([F:53])[CH:48]([CH3:52])[CH2:49][CH2:50]O.CC(OC(/N=N/C(OC(C)C)=O)=O)C. Product: [F:1][C:2]1[CH:3]=[C:4]([N:9]2[C:14](=[O:15])[C:13]([O:16][CH2:50][CH2:49][CH:48]([C:47]([F:54])([F:53])[F:46])[CH3:52])=[C:12]([C:17]3[CH:22]=[CH:21][C:20]([S:23]([CH3:26])(=[O:25])=[O:24])=[CH:19][CH:18]=3)[CH:11]=[N:10]2)[CH:5]=[CH:6][C:7]=1[F:8]. The catalyst class is: 1.